From a dataset of M1 muscarinic receptor antagonist screen with 61,756 compounds. Binary Classification. Given a drug SMILES string, predict its activity (active/inactive) in a high-throughput screening assay against a specified biological target. (1) The drug is S(CC(=O)NCC1OCCC1)c1c2c(n(c(=O)c1)C)cccc2. The result is 0 (inactive). (2) The compound is S(CC(=O)N(CC)CC)c1n(N)c(nn1)c1ccc(OCC)cc1. The result is 0 (inactive). (3) The compound is Fc1ccc(CNc2n(nc(n2)c2ccccc2)C(=O)COC)cc1. The result is 0 (inactive). (4) The drug is O=C1N(C(=O)N(C(=O)/C1=C(\Nc1c(OC)cc(OC)cc1)C)C)C. The result is 0 (inactive). (5) The molecule is O=C1N(C(=O)CC1N1CCN(CC1)c1ccccc1)CCc1ccccc1. The result is 0 (inactive). (6) The drug is Brc1ccc(NC(=O)COC(=O)C(NC(=O)C)C)cc1. The result is 0 (inactive). (7) The molecule is Fc1cc2c3ncn(CCN4CCOCC4)c(=O)c3n(c2cc1)C. The result is 0 (inactive).